This data is from Catalyst prediction with 721,799 reactions and 888 catalyst types from USPTO. The task is: Predict which catalyst facilitates the given reaction. (1) Reactant: [N+:1]([C:4]1[CH:12]=[C:11]2[C:7]([CH:8]=[N:9][NH:10]2)=[CH:6][CH:5]=1)([O-:3])=[O:2].[O:13]1[CH:18]=[CH:17][CH2:16][CH2:15][CH2:14]1.CC1C=CC(S(O)(=O)=O)=CC=1. Product: [N+:1]([C:4]1[CH:12]=[C:11]2[C:7]([CH:8]=[N:9][N:10]2[CH:14]2[CH2:15][CH2:16][CH2:17][CH2:18][O:13]2)=[CH:6][CH:5]=1)([O-:3])=[O:2]. The catalyst class is: 7. (2) The catalyst class is: 7. Product: [F:31][C:25]1[CH:26]=[CH:27][CH:28]=[C:29]([F:30])[C:24]=1[CH:22]1[O:21][N:20]=[C:19]([C:17]2[N:18]=[C:14]([CH:11]3[CH2:10][CH2:9][N:8]([C:6](=[O:7])[CH2:5][N:2]([CH3:1])[NH2:3])[CH2:13][CH2:12]3)[S:15][CH:16]=2)[CH2:23]1. Reactant: [CH3:1][NH:2][NH2:3].Cl[CH2:5][C:6]([N:8]1[CH2:13][CH2:12][CH:11]([C:14]2[S:15][CH:16]=[C:17]([C:19]3[CH2:23][CH:22]([C:24]4[C:29]([F:30])=[CH:28][CH:27]=[CH:26][C:25]=4[F:31])[O:21][N:20]=3)[N:18]=2)[CH2:10][CH2:9]1)=[O:7]. (3) Reactant: Br[C:2]1[CH:7]=[CH:6][CH:5]=[CH:4][C:3]=1[CH:8]([O:12]CC)OCC.C([Li])CCC.Cl[Si:21]([CH3:29])([CH3:28])[C:22]1[CH:27]=[CH:26][CH:25]=[CH:24][CH:23]=1.Cl. Product: [CH3:28][Si:21]([CH3:29])([C:22]1[CH:27]=[CH:26][CH:25]=[CH:24][CH:23]=1)[C:2]1[CH:7]=[CH:6][CH:5]=[CH:4][C:3]=1[CH:8]=[O:12]. The catalyst class is: 27. (4) Reactant: FC(F)(F)S(O[C:7]1[C@@:11]2([CH3:28])[CH2:12][CH2:13][C@H:14]3[C@H:23]([C@@H:10]2[CH2:9][CH:8]=1)[CH2:22][CH:21]=[C:20]1[C@:15]3([CH3:27])[CH2:16][CH2:17][C:18](=[O:26])[N:19]1[CH2:24][CH3:25])(=O)=O.[CH:31]1[C:40]2[C:35](=[CH:36][CH:37]=[CH:38][CH:39]=2)[C:34](B(O)O)=[CH:33][N:32]=1.C(=O)([O-])[O-].[K+].[K+].O. Product: [CH2:24]([N:19]1[C:20]2[C@@:15]([CH3:27])([C@H:14]3[CH2:13][CH2:12][C@@:11]4([CH3:28])[C@@H:10]([CH2:9][CH:8]=[C:7]4[C:34]4[C:35]5[C:40](=[CH:39][CH:38]=[CH:37][CH:36]=5)[CH:31]=[N:32][CH:33]=4)[C@@H:23]3[CH2:22][CH:21]=2)[CH2:16][CH2:17][C:18]1=[O:26])[CH3:25]. The catalyst class is: 184. (5) Reactant: COC1C=CC(C[NH:8][C:9]2[O:10][C:11]([C:14]3[CH:15]=[C:16]4[C:20](=[CH:21][CH:22]=3)[N:19]([S:23]([C:26]3[CH:32]=[CH:31][C:29]([CH3:30])=[CH:28][CH:27]=3)(=[O:25])=[O:24])[CH:18]=[C:17]4[C:33]3[CH:38]=[N:37][CH:36]=[C:35]([N:39]4[CH2:44][CH2:43][CH2:42][CH2:41][CH:40]4[CH3:45])[N:34]=3)=[N:12][N:13]=2)=CC=1. Product: [CH3:45][CH:40]1[CH2:41][CH2:42][CH2:43][CH2:44][N:39]1[C:35]1[N:34]=[C:33]([C:17]2[C:16]3[C:20](=[CH:21][CH:22]=[C:14]([C:11]4[O:10][C:9]([NH2:8])=[N:13][N:12]=4)[CH:15]=3)[N:19]([S:23]([C:26]3[CH:27]=[CH:28][C:29]([CH3:30])=[CH:31][CH:32]=3)(=[O:24])=[O:25])[CH:18]=2)[CH:38]=[N:37][CH:36]=1. The catalyst class is: 67. (6) Reactant: [F:1][C:2]1[CH:7]=[CH:6][C:5]([N:8]2[CH:11]([C:12]3[CH:17]=[CH:16][C:15]([OH:18])=[CH:14][CH:13]=3)[CH:10]([CH2:19][CH2:20][CH:21]([C:23]3[CH:28]=[CH:27][C:26]([F:29])=[CH:25][CH:24]=3)[OH:22])[C:9]2=[O:30])=[CH:4][CH:3]=1.[Br:31][CH2:32][C:33]1[CH:38]=[CH:37][C:36]([CH2:39]Br)=[CH:35][CH:34]=1.C(=O)([O-])[O-].[K+].[K+]. Product: [Br:31][CH2:32][C:33]1[CH:38]=[CH:37][C:36]([CH2:39][O:18][C:15]2[CH:14]=[CH:13][C:12]([CH:11]3[N:8]([C:5]4[CH:4]=[CH:3][C:2]([F:1])=[CH:7][CH:6]=4)[C:9](=[O:30])[CH:10]3[CH2:19][CH2:20][CH:21]([C:23]3[CH:24]=[CH:25][C:26]([F:29])=[CH:27][CH:28]=3)[OH:22])=[CH:17][CH:16]=2)=[CH:35][CH:34]=1. The catalyst class is: 42. (7) Reactant: [NH2:1][C:2]1[CH:3]=[C:4]([CH:8]=[C:9](Br)[CH:10]=1)[C:5]([OH:7])=[O:6].CC1(C)C(C)(C)OB([C:20]2[CH2:21][CH2:22][O:23][CH2:24][CH:25]=2)O1.C(=O)([O-])[O-].[K+].[K+].O. Product: [NH2:1][C:2]1[CH:3]=[C:4]([CH:8]=[C:9]([C:20]2[CH2:25][CH2:24][O:23][CH2:22][CH:21]=2)[CH:10]=1)[C:5]([OH:7])=[O:6]. The catalyst class is: 77.